Dataset: Catalyst prediction with 721,799 reactions and 888 catalyst types from USPTO. Task: Predict which catalyst facilitates the given reaction. (1) Reactant: [C:1]([O:5][C:6]([N:8]1[C:13]2[CH:14]=[C:15]([Cl:19])[C:16]([Cl:18])=[CH:17][C:12]=2[O:11][CH:10]([C:20](O)=[O:21])[CH2:9]1)=[O:7])([CH3:4])([CH3:3])[CH3:2].[C:23]([C:25]1([CH2:31][C:32]2[CH:37]=[CH:36][C:35]([F:38])=[CH:34][CH:33]=2)[CH2:30][CH2:29][NH:28][CH2:27][CH2:26]1)#[N:24].CCN=C=NCCCN(C)C.C1C=CC2N(O)N=NC=2C=1.CCN(C(C)C)C(C)C. Product: [C:1]([O:5][C:6]([N:8]1[C:13]2[CH:14]=[C:15]([Cl:19])[C:16]([Cl:18])=[CH:17][C:12]=2[O:11][CH:10]([C:20]([N:28]2[CH2:29][CH2:30][C:25]([C:23]#[N:24])([CH2:31][C:32]3[CH:33]=[CH:34][C:35]([F:38])=[CH:36][CH:37]=3)[CH2:26][CH2:27]2)=[O:21])[CH2:9]1)=[O:7])([CH3:3])([CH3:2])[CH3:4]. The catalyst class is: 18. (2) Reactant: CON(C)[C:4]([C@@H:6]1[CH2:10][CH2:9][CH2:8][C@H:7]1[C:11]1[C:19]2[C:14](=[CH:15][CH:16]=[C:17]([C:20]#[N:21])[CH:18]=2)[N:13]([CH3:22])[CH:12]=1)=[O:5].[H-].[Na+].IC.[H-].[Al+3].[Li+].[H-].[H-].[H-]. Product: [CH:4]([C@@H:6]1[CH2:10][CH2:9][CH2:8][C@H:7]1[C:11]1[C:19]2[C:14](=[CH:15][CH:16]=[C:17]([C:20]#[N:21])[CH:18]=2)[N:13]([CH3:22])[CH:12]=1)=[O:5]. The catalyst class is: 7. (3) Reactant: [Cl:1][C:2]1[N:3]=[CH:4][C:5]2[C:10]([CH:11]=1)=[CH:9][C:8]([C:12]([O:14]CC)=[CH2:13])=[CH:7][CH:6]=2. Product: [Cl:1][C:2]1[N:3]=[CH:4][C:5]2[C:10]([CH:11]=1)=[CH:9][C:8]([C:12](=[O:14])[CH3:13])=[CH:7][CH:6]=2. The catalyst class is: 393. (4) Reactant: [NH2:1][C:2]1[CH:9]=[C:8](F)[C:5]([C:6]#[N:7])=[CH:4][N:3]=1.Cl.[NH2:12][C@@H:13]1[C@@H:18]2[CH2:19][C@@H:15]([CH2:16][CH2:17]2)[C@@H:14]1[CH2:20][OH:21].CCN(C(C)C)C(C)C. Product: [NH2:1][C:2]1[CH:9]=[C:8]([NH:12][C@H:13]2[C@@H:14]([CH2:20][OH:21])[C@H:15]3[CH2:19][C@@H:18]2[CH2:17][CH2:16]3)[C:5]([C:6]#[N:7])=[CH:4][N:3]=1. The catalyst class is: 296. (5) Reactant: [NH2:1][CH2:2][C:3]1[CH:4]=[C:5]([CH:8]=[CH:9][CH:10]=1)[CH:6]=[O:7].Cl[C:12]([O:14][CH:15]([Cl:17])[CH3:16])=[O:13].[C:18](=[O:21])([O-:20])[NH2:19]. Product: [C:18](=[O:20])([O-:21])[NH2:19].[CH:6]([C:5]1[CH:4]=[C:3]([CH:10]=[CH:9][CH:8]=1)[CH2:2][NH:1][C:12](=[O:13])[O:14][CH:15]([Cl:17])[CH3:16])=[O:7]. The catalyst class is: 17. (6) The catalyst class is: 10. Product: [Cl:1][C:2]1[CH:3]=[CH:4][C:5]([CH2:6][N:7]2[C:16]3[C:11](=[CH:12][C:13]([F:18])=[C:14]([N:29]4[CH2:30][CH2:31][N:26]([CH3:25])[CH2:27][CH2:28]4)[CH:15]=3)[C:10](=[O:19])[C:9]([N+:20]([O-:22])=[O:21])=[CH:8]2)=[CH:23][CH:24]=1. Reactant: [Cl:1][C:2]1[CH:24]=[CH:23][C:5]([CH2:6][N:7]2[C:16]3[C:11](=[CH:12][C:13]([F:18])=[C:14](F)[CH:15]=3)[C:10](=[O:19])[C:9]([N+:20]([O-:22])=[O:21])=[CH:8]2)=[CH:4][CH:3]=1.[CH3:25][N:26]1[CH2:31][CH2:30][NH:29][CH2:28][CH2:27]1. (7) Reactant: [CH2:1]([NH2:4])[C:2]#[CH:3].C(N(CC)CC)C.[F:12][C:13]1[CH:18]=[C:17]([S:19][C:20]([F:23])([F:22])[F:21])[CH:16]=[CH:15][C:14]=1[N:24]([CH3:28])[C:25](Cl)=[O:26]. Product: [F:12][C:13]1[CH:18]=[C:17]([S:19][C:20]([F:23])([F:22])[F:21])[CH:16]=[CH:15][C:14]=1[N:24]([CH3:28])[C:25]([NH:4][CH2:1][C:2]#[CH:3])=[O:26]. The catalyst class is: 282. (8) Reactant: C([O-])(=O)C.[C:5]([C:9]1[CH:14]=[CH:13][C:12]([I+:15][C:16]2[CH:21]=[CH:20][C:19]([C:22]([CH3:25])([CH3:24])[CH3:23])=[CH:18][CH:17]=2)=[CH:11][CH:10]=1)([CH3:8])([CH3:7])[CH3:6].[C:26]12([CH2:36][S:37]([O:40]C)(=[O:39])=[O:38])[C:33]([CH3:35])([CH3:34])[CH:30]([CH2:31][CH2:32]1)[CH2:29][C:27]2=[O:28]. Product: [C:26]12([CH2:36][S:37]([O-:40])(=[O:38])=[O:39])[C:33]([CH3:35])([CH3:34])[CH:30]([CH2:31][CH2:32]1)[CH2:29][C:27]2=[O:28].[C:22]([C:19]1[CH:20]=[CH:21][C:16]([I+:15][C:12]2[CH:11]=[CH:10][C:9]([C:5]([CH3:8])([CH3:7])[CH3:6])=[CH:14][CH:13]=2)=[CH:17][CH:18]=1)([CH3:25])([CH3:24])[CH3:23]. The catalyst class is: 13. (9) Reactant: [F:1][C:2]1[C:10]([O:11][CH3:12])=[C:9]([O:13][CH3:14])[CH:8]=[C:7]([N+:15]([O-])=O)[C:3]=1[C:4]([NH2:6])=[O:5]. Product: [NH2:15][C:7]1[C:3]([C:4]([NH2:6])=[O:5])=[C:2]([F:1])[C:10]([O:11][CH3:12])=[C:9]([O:13][CH3:14])[CH:8]=1. The catalyst class is: 409. (10) Reactant: [C:1]1([C:7]2[O:8][C:9]3[CH2:10][NH:11][CH2:12][CH2:13][C:14]=3[N:15]=2)[CH:6]=[CH:5][CH:4]=[CH:3][CH:2]=1.Cl.[OH:17][CH:18]([CH2:22][CH3:23])[C:19](O)=[O:20].C(N(CC)CC)C.CN(C(ON1N=NC2C=CC=NC1=2)=[N+](C)C)C.F[P-](F)(F)(F)(F)F. Product: [OH:17][CH:18]([CH2:22][CH3:23])[C:19]([N:11]1[CH2:12][CH2:13][C:14]2[N:15]=[C:7]([C:1]3[CH:2]=[CH:3][CH:4]=[CH:5][CH:6]=3)[O:8][C:9]=2[CH2:10]1)=[O:20]. The catalyst class is: 85.